Task: Predict the reactants needed to synthesize the given product.. Dataset: Full USPTO retrosynthesis dataset with 1.9M reactions from patents (1976-2016) (1) Given the product [C:12]([O:15][C@H:11]1[C@H:10]([O:16][C:10](=[O:16])[CH3:9])[C@@H:9]([O:17][C:22](=[O:23])[CH3:21])[C@H:8]([C:5]2[CH:6]=[CH:7][C:2]([Br:1])=[C:3]([CH2:18][C:19]3[CH:28]=[CH:27][C:22]4[O:23][CH2:24][CH2:25][O:26][C:21]=4[CH:20]=3)[CH:4]=2)[O:13][CH:12]1[O:14][C:33](=[O:35])[CH3:34])(=[O:13])[CH3:11], predict the reactants needed to synthesize it. The reactants are: [Br:1][C:2]1[CH:7]=[CH:6][C:5]([C@@H:8]2[O:13][CH:12]([OH:14])[C@@H:11]([OH:15])[C@H:10]([OH:16])[C@H:9]2[OH:17])=[CH:4][C:3]=1[CH2:18][C:19]1[CH:28]=[CH:27][C:22]2[O:23][CH2:24][CH2:25][O:26][C:21]=2[CH:20]=1.C(O[C:33](=[O:35])[CH3:34])(=O)C. (2) Given the product [OH:20][C@@H:14]1[CH:13]=[C:12]2[C@@:17]([CH3:19])([C@@H:18]3[C@@H:9]([CH2:10][CH2:11]2)[C@H:8]2[C@@:4]([CH3:26])([C@@H:5]([C:21]([N:23]([CH3:24])[CH3:25])=[O:22])[CH2:6][CH2:7]2)[CH2:3][C@@H:2]3[OH:1])[CH2:16][CH2:15]1, predict the reactants needed to synthesize it. The reactants are: [OH:1][C@@H:2]1[C@H:18]2[C@@H:9]([CH2:10][CH2:11][C:12]3[C@:17]2([CH3:19])[CH2:16][CH2:15][C:14](=[O:20])[CH:13]=3)[C@H:8]2[C@@:4]([CH3:26])([C@@H:5]([C:21]([N:23]([CH3:25])[CH3:24])=[O:22])[CH2:6][CH2:7]2)[CH2:3]1.[BH4-].[Na+].